This data is from Reaction yield outcomes from USPTO patents with 853,638 reactions. The task is: Predict the reaction yield, written as a fraction of the theoretical maximum amount of product (1.0 means a 100% yield; for example, 0.34 means a 34% yield). (1) The yield is 0.190. The product is [NH2:19][CH2:2][C@@H:3]([OH:18])[CH2:4][P:5]([C:10]([O:15][CH2:16][CH3:17])([O:12][CH2:13][CH3:14])[CH3:11])(=[O:9])[O:6][CH2:7][CH3:8]. The catalyst is C(O)C. The reactants are Cl[CH2:2][C@@H:3]([OH:18])[CH2:4][P:5]([C:10]([O:15][CH2:16][CH3:17])([O:12][CH2:13][CH3:14])[CH3:11])(=[O:9])[O:6][CH2:7][CH3:8].[NH3:19]. (2) The reactants are [OH-].[Na+].C[O:4][C:5](=[O:23])[C:6]1[CH:11]=[CH:10][C:9]([C:12]#[C:13][C:14]#[C:15][C:16]2[CH:17]=[N:18][C:19]([Cl:22])=[CH:20][CH:21]=2)=[CH:8][CH:7]=1. The catalyst is CO. The product is [Cl:22][C:19]1[N:18]=[CH:17][C:16]([C:15]#[C:14][C:13]#[C:12][C:9]2[CH:8]=[CH:7][C:6]([C:5]([OH:23])=[O:4])=[CH:11][CH:10]=2)=[CH:21][CH:20]=1. The yield is 0.500. (3) The reactants are Cl.[N:2]1[CH:7]=[CH:6][CH:5]=[CH:4][C:3]=1[C:8]1[CH:16]=[CH:15][C:11]([C:12]([OH:14])=O)=[CH:10][CH:9]=1.[CH3:17][O:18][C:19]1[CH:24]=[CH:23][CH:22]=[CH:21][C:20]=1[N:25]1[CH2:30][CH2:29][N:28]([CH2:31][CH2:32][CH2:33][CH2:34][NH2:35])[CH2:27][CH2:26]1.C([O-])(=O)C([O-])=O. The catalyst is O. The product is [CH3:17][O:18][C:19]1[CH:24]=[CH:23][CH:22]=[CH:21][C:20]=1[N:25]1[CH2:26][CH2:27][N:28]([CH2:31][CH2:32][CH2:33][CH2:34][NH:35][C:12](=[O:14])[C:11]2[CH:10]=[CH:9][C:8]([C:3]3[CH:4]=[CH:5][CH:6]=[CH:7][N:2]=3)=[CH:16][CH:15]=2)[CH2:29][CH2:30]1. The yield is 0.530. (4) The reactants are F[C:2]1[CH:9]=[CH:8][C:7]([CH:10]=[O:11])=[CH:6][C:3]=1[C:4]#[N:5].C([O-])([O-])=O.[K+].[K+].[N+:18]([C:21]1[N:25]=[CH:24][NH:23][N:22]=1)([O-:20])=[O:19]. The catalyst is CN(C=O)C.O. The product is [CH:10]([C:7]1[CH:8]=[CH:9][C:2]([N:23]2[CH:24]=[N:25][C:21]([N+:18]([O-:20])=[O:19])=[N:22]2)=[C:3]([CH:6]=1)[C:4]#[N:5])=[O:11]. The yield is 0.450. (5) The reactants are [Br:1][C:2]1[CH:3]=[C:4]([C:9]2[O:13][N:12]=[CH:11][C:10]=2[CH2:14][CH2:15][C:16]([OH:18])=[O:17])[CH:5]=[CH:6][C:7]=1[F:8].S(=O)(=O)(O)O.[CH3:24]O. No catalyst specified. The product is [Br:1][C:2]1[CH:3]=[C:4]([C:9]2[O:13][N:12]=[CH:11][C:10]=2[CH2:14][CH2:15][C:16]([O:18][CH3:24])=[O:17])[CH:5]=[CH:6][C:7]=1[F:8]. The yield is 0.960.